Dataset: NCI-60 drug combinations with 297,098 pairs across 59 cell lines. Task: Regression. Given two drug SMILES strings and cell line genomic features, predict the synergy score measuring deviation from expected non-interaction effect. (1) Drug 1: CC1OCC2C(O1)C(C(C(O2)OC3C4COC(=O)C4C(C5=CC6=C(C=C35)OCO6)C7=CC(=C(C(=C7)OC)O)OC)O)O. Drug 2: C#CCC(CC1=CN=C2C(=N1)C(=NC(=N2)N)N)C3=CC=C(C=C3)C(=O)NC(CCC(=O)O)C(=O)O. Cell line: DU-145. Synergy scores: CSS=23.3, Synergy_ZIP=-1.48, Synergy_Bliss=-2.67, Synergy_Loewe=-1.05, Synergy_HSA=-1.27. (2) Drug 1: CC(CN1CC(=O)NC(=O)C1)N2CC(=O)NC(=O)C2. Drug 2: CCN(CC)CCNC(=O)C1=C(NC(=C1C)C=C2C3=C(C=CC(=C3)F)NC2=O)C. Cell line: CCRF-CEM. Synergy scores: CSS=59.9, Synergy_ZIP=0.693, Synergy_Bliss=0.937, Synergy_Loewe=-0.945, Synergy_HSA=-0.732. (3) Drug 1: C1=NC2=C(N=C(N=C2N1C3C(C(C(O3)CO)O)O)F)N. Drug 2: CCC1=C2CN3C(=CC4=C(C3=O)COC(=O)C4(CC)O)C2=NC5=C1C=C(C=C5)O. Cell line: SF-295. Synergy scores: CSS=25.9, Synergy_ZIP=-5.39, Synergy_Bliss=-10.3, Synergy_Loewe=-39.9, Synergy_HSA=-7.99.